Dataset: Catalyst prediction with 721,799 reactions and 888 catalyst types from USPTO. Task: Predict which catalyst facilitates the given reaction. (1) Reactant: [CH2:1]([N:4]([CH2:17][CH2:18][CH3:19])[S:5]([C:8]1[CH:16]=[CH:15][C:11]([C:12]([OH:14])=O)=[CH:10][CH:9]=1)(=[O:7])=[O:6])[CH2:2][CH3:3].Cl.C(N=C=NCCCN(C)C)C.[NH2:32][C:33]1[CH:38]=[C:37]([Cl:39])[CH:36]=[CH:35][C:34]=1[C:40]1[NH:44][C:43](=[O:45])[O:42][N:41]=1. Product: [Cl:39][C:37]1[CH:36]=[CH:35][C:34]([C:40]2[NH:41][O:42][C:43](=[O:45])[N:44]=2)=[C:33]([NH:32][C:12](=[O:14])[C:11]2[CH:10]=[CH:9][C:8]([S:5](=[O:6])(=[O:7])[N:4]([CH2:1][CH2:2][CH3:3])[CH2:17][CH2:18][CH3:19])=[CH:16][CH:15]=2)[CH:38]=1. The catalyst class is: 119. (2) Reactant: CN(C=O)C.C[O:7][C:8](=O)[N:9]=[C:10](SC)[C:11]([C:25]1[CH:26]=[N:27][C:28]([O:34][CH3:35])=[C:29]([O:31][CH2:32][CH3:33])[CH:30]=1)=[N:12][C:13]1[CH:18]=[CH:17][C:16]([C:19]2[N:23]=[C:22]([CH3:24])[O:21][N:20]=2)=[CH:15][CH:14]=1.[CH2:39]([O:41][C:42]([C:44]1[S:48][CH:47]=[N:46][C:45]=1[NH:49][NH2:50])=[O:43])[CH3:40]. Product: [CH2:39]([O:41][C:42]([C:44]1[S:48][CH:47]=[N:46][C:45]=1[N:49]1[C:8](=[O:7])[NH:9][C:10]([CH:11]([C:25]2[CH:26]=[N:27][C:28]([O:34][CH3:35])=[C:29]([O:31][CH2:32][CH3:33])[CH:30]=2)[NH:12][C:13]2[CH:14]=[CH:15][C:16]([C:19]3[N:23]=[C:22]([CH3:24])[O:21][N:20]=3)=[CH:17][CH:18]=2)=[N:50]1)=[O:43])[CH3:40]. The catalyst class is: 66. (3) Reactant: [NH2:1][C:2]1[CH:7]=[N:6][C:5](Br)=[CH:4][N:3]=1.[CH3:9][O:10][C:11]1[N:16]=[CH:15][C:14](B(O)O)=[CH:13][CH:12]=1.C(=O)([O-])[O-].[K+].[K+]. Product: [CH3:9][O:10][C:11]1[N:16]=[CH:15][C:14]([C:5]2[N:6]=[CH:7][C:2]([NH2:1])=[N:3][CH:4]=2)=[CH:13][CH:12]=1. The catalyst class is: 12. (4) Reactant: O[CH:2]([C:18]1[CH:27]=[CH:26][C:21]2[C:22](=[O:25])[O:23][CH2:24][C:20]=2[C:19]=1[CH3:28])[CH2:3][N:4]1[CH2:9][CH2:8][N:7](C(OC(C)(C)C)=O)[CH2:6][C:5]1=[O:17]. Product: [CH3:28][C:19]1[C:20]2[CH2:24][O:23][C:22](=[O:25])[C:21]=2[CH:26]=[CH:27][C:18]=1[CH2:2][CH2:3][N:4]1[CH2:9][CH2:8][NH:7][CH2:6][C:5]1=[O:17]. The catalyst class is: 105. (5) Reactant: N[C:2]1[CH2:3][C:4]([C:14]([O:16][CH2:17][CH3:18])=[O:15])=[CH:5][C:6]2[CH:12]=[CH:11][C:10]([Br:13])=[CH:9][C:7]=2[N:8]=1.[CH3:19][C:20]([O:23][C:24](O[C:24]([O:23][C:20]([CH3:22])([CH3:21])[CH3:19])=[O:25])=[O:25])([CH3:22])[CH3:21]. Product: [CH2:17]([O:16][C:14]([C:4]1=[CH:5][C:6]2[CH:12]=[CH:11][C:10]([Br:13])=[CH:9][C:7]=2[N:8]=[C:2]([C:24]([O:23][C:20]([CH3:22])([CH3:21])[CH3:19])=[O:25])[CH2:3]1)=[O:15])[CH3:18]. The catalyst class is: 2. (6) Reactant: [Cl:1][C:2]1[C:6]([NH:7]C(=O)OC(C)(C)C)=[CH:5][N:4]([C:15]2[CH:16]=[N:17][CH:18]=[CH:19][CH:20]=2)[N:3]=1.FC(F)(F)C(O)=O.C1(C)C=CC=CC=1. Product: [Cl:1][C:2]1[C:6]([NH2:7])=[CH:5][N:4]([C:15]2[CH:16]=[N:17][CH:18]=[CH:19][CH:20]=2)[N:3]=1. The catalyst class is: 4. (7) Reactant: [NH2:1][C@H:2]([C:18]([O:20][CH2:21][C:22]1[CH:27]=[CH:26][CH:25]=[CH:24][CH:23]=1)=[O:19])[CH2:3][CH2:4][CH2:5][CH2:6][NH:7][C:8]([O:10][CH2:11][C:12]1[CH:17]=[CH:16][CH:15]=[CH:14][CH:13]=1)=[O:9].Cl.CCN(CC)CC.[NH:36]([C:53]([O:55][C:56]([CH3:59])([CH3:58])[CH3:57])=[O:54])[C@H:37]([C:42]([NH:44][C@H:45]([C:50](O)=[O:51])[CH2:46][CH:47]([CH3:49])[CH3:48])=[O:43])[CH2:38][CH:39]([CH3:41])[CH3:40].C1C=CC2N(O)N=NC=2C=1.C1CCC(N=C=NC2CCCCC2)CC1. Product: [NH:36]([C:53]([O:55][C:56]([CH3:59])([CH3:58])[CH3:57])=[O:54])[C@H:37]([C:42]([NH:44][C@H:45]([C:50]([NH:1][C@H:2]([C:18]([O:20][CH2:21][C:22]1[CH:27]=[CH:26][CH:25]=[CH:24][CH:23]=1)=[O:19])[CH2:3][CH2:4][CH2:5][CH2:6][NH:7][C:8]([O:10][CH2:11][C:12]1[CH:13]=[CH:14][CH:15]=[CH:16][CH:17]=1)=[O:9])=[O:51])[CH2:46][CH:47]([CH3:48])[CH3:49])=[O:43])[CH2:38][CH:39]([CH3:41])[CH3:40]. The catalyst class is: 640.